From a dataset of Full USPTO retrosynthesis dataset with 1.9M reactions from patents (1976-2016). Predict the reactants needed to synthesize the given product. (1) The reactants are: [CH3:1][O:2][C:3]1([C:9]2[CH:10]=[C:11]([CH2:15][O:16][CH2:17]C(OC)=O)[CH:12]=[CH:13][CH:14]=2)[CH2:8][CH2:7][O:6][CH2:5][CH2:4]1.[Li+].[OH-:23].[CH3:24][OH:25]. Given the product [CH3:1][O:2][C:3]1([C:9]2[CH:10]=[C:11]([CH:15]([O:16][CH3:17])[C:24]([OH:25])=[O:23])[CH:12]=[CH:13][CH:14]=2)[CH2:4][CH2:5][O:6][CH2:7][CH2:8]1, predict the reactants needed to synthesize it. (2) Given the product [NH2:1][C:2]1[N:10]=[C:9]([NH:11][C@H:12]2[CH2:16][CH2:15][CH2:14][C@@H:13]2[OH:17])[N:8]=[C:7]2[C:3]=1[N:4]=[CH:5][N:6]2[C@@H:25]1[CH2:29][C@H:28]([N:30]2[CH:34]=[C:33]([CH3:35])[CH:32]=[N:31]2)[C@@H:27]([OH:36])[C@H:26]1[OH:37], predict the reactants needed to synthesize it. The reactants are: [NH2:1][C:2]1[N:10]=[C:9]([NH:11][C@H:12]2[CH2:16][CH2:15][CH2:14][C@@H:13]2[O:17]CC2C=CC=CC=2)[N:8]=[C:7]2[C:3]=1[N:4]=[CH:5][N:6]2[C@@H:25]1[CH2:29][C@H:28]([N:30]2[CH:34]=[C:33]([CH3:35])[CH:32]=[N:31]2)[C@@H:27]([OH:36])[C@H:26]1[OH:37].FC(F)(F)C(O)=O.NC1N=C(N[C@@H]2CCC[C@H]2O)N=C2C=1N=CN2[C@@H]1C[C@H](N2C=C(C)C=N2)[C@@H](O)[C@H]1O.